From a dataset of Full USPTO retrosynthesis dataset with 1.9M reactions from patents (1976-2016). Predict the reactants needed to synthesize the given product. (1) Given the product [Cl:24][C:15]1[CH:16]=[C:17]([Cl:23])[CH:18]=[C:19]([O:20][CH2:21][CH3:22])[C:14]=1[C:4]1[C:5]2[CH:13]=[CH:12][CH:11]=[CH:10][C:6]=2[NH:7][C:8](=[O:9])[CH:2]([NH:1][C:31](=[O:32])[C:30]2[CH:34]=[C:26]([F:25])[CH:27]=[N:28][C:29]=2[O:35][CH2:36][CH2:37][O:38][CH3:39])[N:3]=1, predict the reactants needed to synthesize it. The reactants are: [NH2:1][CH:2]1[C:8](=[O:9])[NH:7][C:6]2[CH:10]=[CH:11][CH:12]=[CH:13][C:5]=2[C:4]([C:14]2[C:19]([O:20][CH2:21][CH3:22])=[CH:18][C:17]([Cl:23])=[CH:16][C:15]=2[Cl:24])=[N:3]1.[F:25][C:26]1[CH:27]=[N:28][C:29]([O:35][CH2:36][CH2:37][O:38][CH3:39])=[C:30]([CH:34]=1)[C:31](O)=[O:32]. (2) Given the product [CH2:8]([O:10][C:11]([C:13]1[CH:17]=[C:16]([CH2:18][NH2:19])[O:15][N:14]=1)=[O:12])[CH3:9], predict the reactants needed to synthesize it. The reactants are: FC(F)(F)C(O)=O.[CH2:8]([O:10][C:11]([C:13]1[CH:17]=[C:16]([CH2:18][NH:19]C(OC(C)(C)C)=O)[O:15][N:14]=1)=[O:12])[CH3:9]. (3) Given the product [O:7]1[CH:2]2[CH2:3][CH2:4][CH2:5][CH2:6][CH:1]2[O:8][S:13]1(=[O:15])=[O:14], predict the reactants needed to synthesize it. The reactants are: [C@@H:1]1([OH:8])[CH2:6][CH2:5][CH2:4][CH2:3][C@H:2]1[OH:7].S(Cl)(Cl)=O.[S:13](=O)(=O)([OH:15])[OH:14].[Mn]([O-])(=O)(=O)=O.[K+].S([O-])(O)=O.[Na+]. (4) Given the product [N:8]1([C:5]2[CH:6]=[CH:7][C:2]([CH2:1][NH2:8])=[CH:3][CH:4]=2)[CH2:19][CH2:18][CH2:3][CH2:2][CH2:1]1, predict the reactants needed to synthesize it. The reactants are: [C:1](#[N:8])[C:2]1[CH:7]=[CH:6][CH:5]=[CH:4][CH:3]=1.[H-].[H-].[H-].[H-].[Li+].[Al+3].CCO[CH2:18][CH3:19]. (5) Given the product [Cl:24][C:25]1[CH:26]=[C:27]([CH3:33])[C:28]2[N:32]=[C:7]([C:6]3[CH:9]=[CH:10][C:11]([O:13][CH2:14][CH2:15][CH2:16][CH:17]4[CH2:22][CH2:21][N:20]([CH3:23])[CH2:19][CH2:18]4)=[CH:12][C:5]=3[CH2:4][N:2]([CH3:3])[CH3:1])[NH:31][C:29]=2[CH:30]=1, predict the reactants needed to synthesize it. The reactants are: [CH3:1][N:2]([CH2:4][C:5]1[CH:12]=[C:11]([O:13][CH2:14][CH2:15][CH2:16][CH:17]2[CH2:22][CH2:21][N:20]([CH3:23])[CH2:19][CH2:18]2)[CH:10]=[CH:9][C:6]=1[CH:7]=O)[CH3:3].[Cl:24][C:25]1[CH:30]=[C:29]([NH2:31])[C:28]([NH2:32])=[C:27]([CH3:33])[CH:26]=1. (6) Given the product [C:23]([C:22]1[CH:25]=[CH:26][CH:27]=[CH:28][C:21]=1[N:18]1[CH2:17][CH2:16][O:15][C:14]2[CH:19]=[C:10]([S:7]([NH:6][C:5]3[S:1][N:2]=[CH:3][N:4]=3)(=[O:9])=[O:8])[CH:11]=[CH:12][C:13]1=2)#[N:24], predict the reactants needed to synthesize it. The reactants are: [S:1]1[C:5]([NH:6][S:7]([C:10]2[CH:11]=[CH:12][C:13]3[NH:18][CH2:17][CH2:16][O:15][C:14]=3[CH:19]=2)(=[O:9])=[O:8])=[N:4][CH:3]=[N:2]1.Br[C:21]1[CH:28]=[CH:27][CH:26]=[CH:25][C:22]=1[C:23]#[N:24].CC1(C)C2C(=C(P(C3C=CC=CC=3)C3C=CC=CC=3)C=CC=2)OC2C(P(C3C=CC=CC=3)C3C=CC=CC=3)=CC=CC1=2.C(=O)([O-])[O-].[Cs+].[Cs+]. (7) Given the product [Cl:14][C:15]1[CH:20]=[C:19]([Cl:21])[CH:18]=[CH:17][C:16]=1[CH:22]([O:26][CH3:27])[CH:23]([NH:25][C:8]([C:7]1[C:3]([CH:2]([F:13])[F:1])=[N:4][N:5]([CH3:12])[C:6]=1[F:11])=[O:9])[CH3:24], predict the reactants needed to synthesize it. The reactants are: [F:1][CH:2]([F:13])[C:3]1[C:7]([C:8](Cl)=[O:9])=[C:6]([F:11])[N:5]([CH3:12])[N:4]=1.[Cl:14][C:15]1[CH:20]=[C:19]([Cl:21])[CH:18]=[CH:17][C:16]=1[CH:22]([O:26][CH3:27])[CH:23]([NH2:25])[CH3:24].C(N(CC)CC)C.C(OCC)(=O)C. (8) Given the product [NH2:1][C:2]1[CH:3]=[C:4]([CH:8]=[CH:9][C:10]=1[F:11])[C:5]([O:7][CH3:20])=[O:6], predict the reactants needed to synthesize it. The reactants are: [NH2:1][C:2]1[CH:3]=[C:4]([CH:8]=[CH:9][C:10]=1[F:11])[C:5]([OH:7])=[O:6].S(=O)(=O)(O)O.O.[OH-].[Na+].[CH3:20]O. (9) Given the product [CH:2]1([CH2:5][O:6][C:7]2[CH:12]=[C:11]([F:13])[CH:10]=[CH:9][C:8]=2[C:14]2[C:15]3[NH:22][C:21]([CH3:23])=[C:20]([C:24]([NH:26][C@@H:27]4[CH2:31][CH2:30][N:29]([C:32](=[O:35])[CH2:33][CH3:34])[CH2:28]4)=[O:25])[C:16]=3[N:17]=[CH:18][N:19]=2)[CH2:4][CH2:3]1, predict the reactants needed to synthesize it. The reactants are: Cl.[CH:2]1([CH2:5][O:6][C:7]2[CH:12]=[C:11]([F:13])[CH:10]=[CH:9][C:8]=2[C:14]2[C:15]3[NH:22][C:21]([CH3:23])=[C:20]([C:24]([NH:26][C@@H:27]4[CH2:31][CH2:30][NH:29][CH2:28]4)=[O:25])[C:16]=3[N:17]=[CH:18][N:19]=2)[CH2:4][CH2:3]1.[C:32](Cl)(=[O:35])[CH2:33][CH3:34].